From a dataset of Full USPTO retrosynthesis dataset with 1.9M reactions from patents (1976-2016). Predict the reactants needed to synthesize the given product. Given the product [CH3:13][O:14][C:15]1[CH:23]=[C:22]2[C:18]([CH:19]=[C:20]([CH3:24])[N:21]2[CH2:3][CH2:4][N:5]2[CH2:10][CH2:9][O:8][CH2:7][CH2:6]2)=[CH:17][CH:16]=1, predict the reactants needed to synthesize it. The reactants are: Cl.Cl[CH2:3][CH2:4][N:5]1[CH2:10][CH2:9][O:8][CH2:7][CH2:6]1.[OH-].[K+].[CH3:13][O:14][C:15]1[CH:23]=[C:22]2[C:18]([CH:19]=[C:20]([CH3:24])[NH:21]2)=[CH:17][CH:16]=1.